Task: Predict which catalyst facilitates the given reaction.. Dataset: Catalyst prediction with 721,799 reactions and 888 catalyst types from USPTO (1) Reactant: Br[CH2:2][CH2:3][O:4][C:5]1[CH:10]=[CH:9][C:8]([C:11]2[CH:12]=[C:13]3[C:21](=[C:22]([C:24](=[O:26])[NH2:25])[CH:23]=2)[NH:20][C:19]2[CH:18]=[C:17]([N:27]4[CH2:32][CH2:31][N:30]([C:33]([O:35][C:36]([CH3:39])([CH3:38])[CH3:37])=[O:34])[CH2:29][CH2:28]4)[CH:16]=[CH:15][C:14]3=2)=[CH:7][C:6]=1[Cl:40].[NH:41]1[CH2:46][CH2:45][O:44][CH2:43][CH2:42]1.C([O-])([O-])=O.[K+].[K+].O. Product: [C:24]([C:22]1[CH:23]=[C:11]([C:8]2[CH:9]=[CH:10][C:5]([O:4][CH2:3][CH2:2][N:41]3[CH2:46][CH2:45][O:44][CH2:43][CH2:42]3)=[C:6]([Cl:40])[CH:7]=2)[CH:12]=[C:13]2[C:21]=1[NH:20][C:19]1[CH:18]=[C:17]([N:27]3[CH2:32][CH2:31][N:30]([C:33]([O:35][C:36]([CH3:39])([CH3:38])[CH3:37])=[O:34])[CH2:29][CH2:28]3)[CH:16]=[CH:15][C:14]2=1)(=[O:26])[NH2:25]. The catalyst class is: 3. (2) Reactant: Br[C:2]1[N:10]([CH2:11][C:12]2[CH:17]=[CH:16][C:15]([Cl:18])=[CH:14][CH:13]=2)[C:9]2[C:8](=[O:19])[N:7]([CH2:20][CH2:21][CH:22]([OH:24])[CH3:23])[C:6](=[O:25])[N:5]([CH3:26])[C:4]=2[N:3]=1.[CH2:27]([SH:30])[CH2:28][CH3:29].C(=O)([O-])[O-].[K+].[K+]. Product: [Cl:18][C:15]1[CH:16]=[CH:17][C:12]([CH2:11][N:10]2[C:9]3[C:8](=[O:19])[N:7]([CH2:20][CH2:21][CH:22]([OH:24])[CH3:23])[C:6](=[O:25])[N:5]([CH3:26])[C:4]=3[N:3]=[C:2]2[S:30][CH2:27][CH2:28][CH3:29])=[CH:13][CH:14]=1. The catalyst class is: 3. (3) Reactant: [N:1]1[C:6]([NH2:7])=[CH:5][CH:4]=[CH:3][C:2]=1[NH2:8].[F:9][C:10]([F:26])([F:25])[C:11]1N=C(C(F)(F)F)N=[C:13]([C:21]([F:24])([F:23])[F:22])[N:12]=1. Product: [F:9][C:10]([F:25])([F:26])[C:11]1[N:12]=[C:13]([C:21]([F:23])([F:24])[F:22])[C:3]2[CH:4]=[CH:5][C:6]([NH2:7])=[N:1][C:2]=2[N:8]=1. The catalyst class is: 52. (4) Reactant: [CH3:1][C:2]1[C:3]([C:8]([OH:10])=O)=[N:4][CH:5]=[CH:6][CH:7]=1.O1CCCC1.C(Cl)(=O)C(Cl)=O.[NH2:22][C:23]1[CH:24]=[C:25]([CH:42]=[CH:43][CH:44]=1)[O:26][C:27]1[N:32]=[C:31]2[S:33][C:34]([NH:36][C:37]([CH:39]3[CH2:41][CH2:40]3)=[O:38])=[N:35][C:30]2=[CH:29][CH:28]=1. Product: [CH:39]1([C:37]([NH:36][C:34]2[S:33][C:31]3[C:30]([N:35]=2)=[CH:29][CH:28]=[C:27]([O:26][C:25]2[CH:24]=[C:23]([NH:22][C:8]([C:3]4[C:2]([CH3:1])=[CH:7][CH:6]=[CH:5][N:4]=4)=[O:10])[CH:44]=[CH:43][CH:42]=2)[N:32]=3)=[O:38])[CH2:40][CH2:41]1. The catalyst class is: 402.